From a dataset of Catalyst prediction with 721,799 reactions and 888 catalyst types from USPTO. Predict which catalyst facilitates the given reaction. (1) Reactant: [Cl:1][C:2]1[CH:7]=[C:6]([Cl:8])[CH:5]=[CH:4][C:3]=1[S:9]([NH:12][C:13]1[C:21]([O:22][C:23]2[CH:28]=[CH:27][C:26]([CH2:29][C:30]([OH:32])=[O:31])=[CH:25][C:24]=2[O:33][CH3:34])=[CH:20][CH:19]=[C:18]2[C:14]=1[CH:15]=[C:16]([CH3:35])[NH:17]2)(=[O:11])=[O:10].[Cl:36]N1C(=O)CCC1=O. Product: [Cl:36][C:15]1[C:14]2[C:18](=[CH:19][CH:20]=[C:21]([O:22][C:23]3[CH:28]=[CH:27][C:26]([CH2:29][C:30]([OH:32])=[O:31])=[CH:25][C:24]=3[O:33][CH3:34])[C:13]=2[NH:12][S:9]([C:3]2[CH:4]=[CH:5][C:6]([Cl:8])=[CH:7][C:2]=2[Cl:1])(=[O:11])=[O:10])[NH:17][C:16]=1[CH3:35]. The catalyst class is: 9. (2) The catalyst class is: 12. Reactant: [I:1][C:2]1[CH:3]=[CH:4][C:5]2[N:6]([CH:8]=[C:9]([NH:11]C(=O)OC(C)(C)C)[N:10]=2)[N:7]=1.CCOCC.[ClH:24]. Product: [ClH:24].[I:1][C:2]1[CH:3]=[CH:4][C:5]2[N:6]([CH:8]=[C:9]([NH2:11])[N:10]=2)[N:7]=1.